Dataset: Reaction yield outcomes from USPTO patents with 853,638 reactions. Task: Predict the reaction yield, written as a fraction of the theoretical maximum amount of product (1.0 means a 100% yield; for example, 0.34 means a 34% yield). (1) The reactants are I.[C@H:2]1([NH:11][C:12]2[CH:21]=[CH:20][C:19]3[C:14](=[CH:15][CH:16]=[C:17]([NH:22][C:23](=[NH:26])SC)[CH:18]=3)[N:13]=2)[C:10]2[C:5](=[CH:6][CH:7]=[CH:8][CH:9]=2)[CH2:4][CH2:3]1.[CH2:27]([NH2:34])[C:28]1[CH:33]=[CH:32][CH:31]=[CH:30][CH:29]=1. The catalyst is C(O)C. The product is [CH2:27]([NH:34][C:23]([NH:22][C:17]1[CH:18]=[C:19]2[C:14](=[CH:15][CH:16]=1)[N:13]=[C:12]([NH:11][C@H:2]1[C:10]3[C:5](=[CH:6][CH:7]=[CH:8][CH:9]=3)[CH2:4][CH2:3]1)[CH:21]=[CH:20]2)=[NH:26])[C:28]1[CH:33]=[CH:32][CH:31]=[CH:30][CH:29]=1. The yield is 0.560. (2) The reactants are [CH3:1][CH:2]([O:4][P:5]([C:11]1[CH:16]=[CH:15][C:14]([N+:17]([O-])=O)=[CH:13][CH:12]=1)(=[O:10])[O:6][CH:7]([CH3:9])[CH3:8])[CH3:3].[H][H]. The catalyst is [Pd].CC(O)C. The product is [CH3:9][CH:7]([O:6][P:5]([C:11]1[CH:16]=[CH:15][C:14]([NH2:17])=[CH:13][CH:12]=1)(=[O:10])[O:4][CH:2]([CH3:1])[CH3:3])[CH3:8]. The yield is 0.920.